This data is from Ames mutagenicity test results for genotoxicity prediction. The task is: Regression/Classification. Given a drug SMILES string, predict its toxicity properties. Task type varies by dataset: regression for continuous values (e.g., LD50, hERG inhibition percentage) or binary classification for toxic/non-toxic outcomes (e.g., AMES mutagenicity, cardiotoxicity, hepatotoxicity). Dataset: ames. (1) The drug is Cc1ccc(N)cc1[N+](=O)[O-]. The result is 1 (mutagenic). (2) The molecule is COc1ccc(-c2nc(-c3ccc(C)cc3C)[nH]c2-c2ccc(OC)cc2)cc1. The result is 1 (mutagenic). (3) The drug is C/C(Cl)=C\C=O. The result is 1 (mutagenic). (4) The drug is O=C/C(Cl)=C(\Cl)C(=O)O. The result is 1 (mutagenic). (5) The molecule is Cn1c(N)nc2c3ccncc3ccc21. The result is 1 (mutagenic). (6) The compound is ClCC1(C(Cl)Cl)C2CC(Cl)(Cl)C1(CCl)C(Cl)C2Cl. The result is 1 (mutagenic).